Dataset: Full USPTO retrosynthesis dataset with 1.9M reactions from patents (1976-2016). Task: Predict the reactants needed to synthesize the given product. (1) Given the product [CH2:1]([C:4]1([CH3:14])[CH:10]2[CH2:11][C:7]([CH3:12])([CH2:8][CH2:9]2)[CH2:6][CH:5]1[OH:13])[CH:2]=[CH2:3], predict the reactants needed to synthesize it. The reactants are: [CH2:1]([C:4]1([CH3:14])[CH:10]2[CH2:11][C:7]([CH3:12])([CH2:8][CH2:9]2)[CH2:6][C:5]1=[O:13])[CH:2]=[CH2:3].COCCO[AlH2-]OCCOC.[Na+]. (2) Given the product [C:13]([O:17][C:18](=[O:27])[C:19]1[CH:20]=[CH:21][C:22]([CH2:25][N:8]2[C:7](=[O:12])[CH:6]=[C:5]3[C:10]([CH:11]=[C:2]([Br:1])[CH:3]=[CH:4]3)=[CH:9]2)=[CH:23][CH:24]=1)([CH3:16])([CH3:15])[CH3:14], predict the reactants needed to synthesize it. The reactants are: [Br:1][C:2]1[CH:11]=[C:10]2[C:5]([CH:6]=[C:7]([OH:12])[N:8]=[CH:9]2)=[CH:4][CH:3]=1.[C:13]([O:17][C:18](=[O:27])[C:19]1[CH:24]=[CH:23][C:22]([CH2:25]Br)=[CH:21][CH:20]=1)([CH3:16])([CH3:15])[CH3:14].C(=O)([O-])[O-].[Cs+].[Cs+]. (3) The reactants are: [CH3:1][C:2]1[NH:3][C:4]2[C:9]([C:10]=1[CH3:11])=[C:8]([N:12]1[CH2:17][CH2:16][NH:15][CH2:14][CH2:13]1)[CH:7]=[CH:6][C:5]=2[C:18]#[N:19].[OH:20]S(O)(=O)=O.[OH-].[K+]. Given the product [CH3:1][C:2]1[NH:3][C:4]2[C:9]([C:10]=1[CH3:11])=[C:8]([N:12]1[CH2:13][CH2:14][NH:15][CH2:16][CH2:17]1)[CH:7]=[CH:6][C:5]=2[C:18]([NH2:19])=[O:20], predict the reactants needed to synthesize it. (4) Given the product [CH3:1][O:2][C:3](=[O:31])[CH:4]([O:26][C:27]([CH3:28])([CH3:30])[CH3:29])[C:5]1[C:10]([CH3:11])=[CH:9][C:8]([N+:12]([O-:14])=[O:13])=[C:7]([O:15][S:32]([C:35]([F:38])([F:37])[F:36])(=[O:34])=[O:33])[C:6]=1[C:16]1[CH:17]=[C:18]2[C:23](=[CH:24][CH:25]=1)[O:22][CH2:21][CH2:20][CH2:19]2, predict the reactants needed to synthesize it. The reactants are: [CH3:1][O:2][C:3](=[O:31])[CH:4]([O:26][C:27]([CH3:30])([CH3:29])[CH3:28])[C:5]1[C:10]([CH3:11])=[CH:9][C:8]([N+:12]([O-:14])=[O:13])=[C:7]([OH:15])[C:6]=1[C:16]1[CH:17]=[C:18]2[C:23](=[CH:24][CH:25]=1)[O:22][CH2:21][CH2:20][CH2:19]2.[S:32](O[S:32]([C:35]([F:38])([F:37])[F:36])(=[O:34])=[O:33])([C:35]([F:38])([F:37])[F:36])(=[O:34])=[O:33]. (5) Given the product [OH:13][CH2:12][C:11]1[CH:10]=[C:9]([C:1]([C:2]2[CH:7]=[CH:6][CH:5]=[CH:4][CH:3]=2)=[O:8])[CH:17]=[CH:16][CH:15]=1, predict the reactants needed to synthesize it. The reactants are: [C:1]([C:9]1[CH:10]=[C:11]([CH:15]=[CH:16][CH:17]=1)[C:12](O)=[O:13])(=[O:8])[C:2]1[CH:7]=[CH:6][CH:5]=[CH:4][CH:3]=1. (6) The reactants are: [O:1]1[CH:5]=[CH:4][CH:3]=[C:2]1[S:6](Cl)(=[O:8])=[O:7].[NH2:10][C@H:11]([CH2:16][OH:17])[C@H:12]([CH2:14][CH3:15])[CH3:13].C(N(CC)CC)C.CCOC(C)=O.CCCCCC. Given the product [OH:17][CH2:16][C@@H:11]([NH:10][S:6]([C:2]1[O:1][CH:5]=[CH:4][CH:3]=1)(=[O:8])=[O:7])[C@@H:12]([CH3:13])[CH2:14][CH3:15], predict the reactants needed to synthesize it. (7) Given the product [OH:29][C:26]1[CH:25]=[CH:24][C:23]([CH:21]2[CH:16]3[CH2:17][CH:18]([CH3:19])[CH2:20][CH:15]3[C:6]3[CH:7]=[C:8]([OH:11])[CH:9]=[CH:10][C:5]=3[O:4]2)=[CH:28][CH:27]=1, predict the reactants needed to synthesize it. The reactants are: COC[O:4][C:5]1[CH:10]=[CH:9][C:8]([O:11]COC)=[CH:7][C:6]=1[C@@H:15]1[CH2:19][C@H:18]([CH3:20])[CH2:17][C@@H:16]1[C:21]([C:23]1[CH:28]=[CH:27][C:26]([O:29]COC)=[CH:25][CH:24]=1)=O.C1(C)C=CC(S(O)(=O)=O)=CC=1.C([BH3-])#N.[Na+].Cl. (8) Given the product [Cl:4][C:5]1[CH:6]=[N:7][C:8]2[NH:9][C:10]3[CH:11]=[N:12][CH:13]=[C:14]([CH:27]=3)[CH2:15][CH2:16][C:17]3[CH:25]=[C:21]([NH:22][C:23]=1[N:24]=2)[CH:20]=[CH:19][C:18]=3[I:32], predict the reactants needed to synthesize it. The reactants are: Cl.Cl.Cl.[Cl:4][C:5]1[CH:6]=[N:7][C:8]2[NH:9][C:10]3[CH:11]=[N:12][CH:13]=[C:14]([CH:27]=3)[CH2:15][CH2:16][C:17]3[CH:25]=[C:21]([NH:22][C:23]=1[N:24]=2)[CH:20]=[CH:19][C:18]=3N.N([O-])=O.[Na+].[I-:32].[K+]. (9) Given the product [CH2:29]([N:31]([CH2:58][CH3:59])[C:32]1[N:37]=[C:36]([C:38]2[O:42][N:41]=[C:40]([C:43]3[CH:48]=[CH:47][C:46]([CH2:6][CH2:7][NH:8][C:1](=[O:5])[CH2:2][OH:3])=[CH:45][CH:44]=3)[N:39]=2)[CH:35]=[C:34]([CH3:57])[N:33]=1)[CH3:30], predict the reactants needed to synthesize it. The reactants are: [C:1]([OH:5])(=O)[CH2:2][OH:3].[CH3:6][CH2:7][N:8](C(C)C)C(C)C.C(Cl)CCl.C1C=CC2N(O)N=NC=2C=1.[CH2:29]([N:31]([CH2:58][CH3:59])[C:32]1[N:37]=[C:36]([C:38]2[O:42][N:41]=[C:40]([C:43]3[CH:48]=[C:47](C)[C:46](OC[C@@H]4CO4)=[C:45](CC)[CH:44]=3)[N:39]=2)[CH:35]=[C:34]([CH3:57])[N:33]=1)[CH3:30]. (10) Given the product [O:31]1[CH:32]=[CH:33][CH:34]=[C:30]1[C:29]1[N:25]([C:19]2[CH:20]=[CH:21][CH:22]=[CH:23][CH:24]=2)[N:26]=[C:27]([CH2:35][NH:18][CH2:17][CH2:16][N:13]2[CH2:12][CH2:11][N:10]([C:7]3[CH:6]=[CH:5][C:4]([N+:1]([O-:3])=[O:2])=[CH:9][CH:8]=3)[CH2:15][CH2:14]2)[CH:28]=1, predict the reactants needed to synthesize it. The reactants are: [N+:1]([C:4]1[CH:9]=[CH:8][C:7]([N:10]2[CH2:15][CH2:14][N:13]([CH2:16][CH2:17][NH2:18])[CH2:12][CH2:11]2)=[CH:6][CH:5]=1)([O-:3])=[O:2].[C:19]1([N:25]2[C:29]([C:30]3[O:31][CH:32]=[CH:33][CH:34]=3)=[CH:28][C:27]([CH:35]=O)=[N:26]2)[CH:24]=[CH:23][CH:22]=[CH:21][CH:20]=1.